The task is: Predict the reactants needed to synthesize the given product.. This data is from Full USPTO retrosynthesis dataset with 1.9M reactions from patents (1976-2016). (1) The reactants are: [F:1][CH2:2][CH2:3][NH:4][C:5]([C:7]1[C:11]2=[N:12][CH:13]=[CH:14][CH:15]=[C:10]2[NH:9][CH:8]=1)=[O:6].C(=O)([O-])[O-].[K+].[K+].Br[CH2:23][C:24]1[C:29]([F:30])=[C:28]([F:31])[CH:27]=[CH:26][C:25]=1[O:32][CH3:33]. Given the product [F:30][C:29]1[C:28]([F:31])=[CH:27][CH:26]=[C:25]([O:32][CH3:33])[C:24]=1[CH2:23][N:9]1[C:10]2[C:11](=[N:12][CH:13]=[CH:14][CH:15]=2)[C:7]([C:5]([NH:4][CH2:3][CH2:2][F:1])=[O:6])=[CH:8]1, predict the reactants needed to synthesize it. (2) Given the product [CH3:27][S:24]([O:16][CH2:15][C:11]1[CH:12]=[CH:13][CH:14]=[C:9]([C:4]2([CH3:3])[O:5][CH2:6][CH2:7][O:8]2)[CH:10]=1)(=[O:26])=[O:25], predict the reactants needed to synthesize it. The reactants are: N#N.[CH3:3][C:4]1([C:9]2[CH:10]=[C:11]([CH2:15][OH:16])[CH:12]=[CH:13][CH:14]=2)[O:8][CH2:7][CH2:6][O:5]1.CCN(CC)CC.[S:24](Cl)([CH3:27])(=[O:26])=[O:25]. (3) Given the product [N+:66]([C:69]1[CH:89]=[CH:88][C:72]([C:73]([O:75][CH:76]2[CH2:80][CH:79]([CH2:81][CH3:82])[CH:78]([C:83]([O:85][CH2:86][CH3:87])=[O:84])[CH2:77]2)=[O:74])=[CH:71][CH:70]=1)([O-:68])=[O:67], predict the reactants needed to synthesize it. The reactants are: C1(P(C2C=CC=CC=2)C2C=CC=CC=2)C=CC=CC=1.CC(OC(/N=N/C(OC(C)C)=O)=O)C.[N+](C1C=CC(C(O)=O)=CC=1)([O-])=O.C([C@@H]1C[C@H](O)C[C@@H]1C(OCC)=O)C.C(N(CC)CC)C.[N+:66]([C:69]1[CH:89]=[CH:88][C:72]([C:73]([O:75][C@@H:76]2[CH2:80][C@@H:79]([CH2:81][CH3:82])[C@@H:78]([C:83]([O:85][CH2:86][CH3:87])=[O:84])[CH2:77]2)=[O:74])=[CH:71][CH:70]=1)([O-:68])=[O:67]. (4) Given the product [C:39]([S:30]([C:6]1[CH:7]=[C:8]2[C:13](=[CH:14][C:15]=1[O:16][CH3:17])[N:12]=[CH:11][N:10]=[C:9]2[NH:18][C:19]1[CH:20]=[CH:21][C:22]2[S:26][CH:25]=[N:24][C:23]=2[CH:27]=1)(=[O:32])=[O:29])([CH3:40])([CH3:43])[CH3:34], predict the reactants needed to synthesize it. The reactants are: C(S[C:6]1[CH:7]=[C:8]2[C:13](=[CH:14][C:15]=1[O:16][CH3:17])[N:12]=[CH:11][N:10]=[C:9]2[NH:18][C:19]1[CH:20]=[CH:21][C:22]2[S:26][CH:25]=[N:24][C:23]=2[CH:27]=1)(C)(C)C.O[O:29][S:30]([O-:32])=O.[K+].[C:34]([O-])(O)=O.[Na+].[CH2:39]1[CH2:43]OC[CH2:40]1. (5) Given the product [CH3:41][C:31]1[CH:36]=[CH:35][C:34]([S:37]([O:28][CH2:27][C@@H:23]2[CH2:24][CH2:25][CH2:26][N:22]2[S:19]([C:10]2[CH:9]=[CH:8][C:7]3[N:6]4[CH2:29][C:2]([CH3:30])([CH3:1])[CH2:3][N:4]=[C:5]4[C:13]4([O:18][CH2:17][CH2:16][CH2:15][O:14]4)[C:12]=3[CH:11]=2)(=[O:21])=[O:20])(=[O:39])=[O:38])=[CH:33][CH:32]=1, predict the reactants needed to synthesize it. The reactants are: [CH3:1][C:2]1([CH3:30])[CH2:29][N:6]2[C:7]3[CH:8]=[CH:9][C:10]([S:19]([N:22]4[CH2:26][CH2:25][CH2:24][C@H:23]4[CH2:27][OH:28])(=[O:21])=[O:20])=[CH:11][C:12]=3[C:13]3([O:18][CH2:17][CH2:16][CH2:15][O:14]3)[C:5]2=[N:4][CH2:3]1.[C:31]1([CH3:41])[CH:36]=[CH:35][C:34]([S:37](Cl)(=[O:39])=[O:38])=[CH:33][CH:32]=1.C(N(CC)C(C)C)(C)C.